This data is from Forward reaction prediction with 1.9M reactions from USPTO patents (1976-2016). The task is: Predict the product of the given reaction. (1) The product is: [C@@H:33]1([NH:32][C:117]([C@@H:112]([NH:111][C:110]([N:87]2[CH2:88][C@H:89]([O:91][C:92]3[C:101]4[C:96](=[CH:97][C:98]([O:102][CH3:103])=[CH:99][CH:100]=4)[N:95]=[C:94]([C:104]4[CH:105]=[CH:106][CH:107]=[CH:108][CH:109]=4)[CH:93]=3)[CH2:90][C@H:86]2[C:84]([NH:83][C@:78]2([C:76]([OH:77])=[O:75])[CH2:80][C@H:79]2[CH:81]=[CH2:82])=[O:85])=[O:130])[CH:113]([CH3:115])[CH3:114])=[O:129])[C:41]2[C:36](=[CH:37][CH:38]=[CH:39][CH:40]=2)[CH2:35][CH2:34]1. Given the reactants C(OC(N[C@@H](C(C)C)C(O)=O)=O)(C)(C)C.C(OC(NC(C(C)(C)C)C(O)=O)=O)(C)(C)C.[NH2:32][C@@H:33]1[C:41]2[C:36](=[CH:37][CH:38]=[CH:39][CH:40]=2)[CH2:35][CH2:34]1.C(OC(=O)NC(C(=O)NC1C2C(=CC=CC=2)CC1O)C(C)(C)C)(C)(C)C.ClNC(=O)[O-].C([O:75][C:76]([C:78]1([NH:83][C:84]([CH:86]2[CH2:90][CH:89]([O:91][C:92]3[C:101]4[C:96](=[CH:97][C:98]([O:102][CH3:103])=[CH:99][CH:100]=4)[N:95]=[C:94]([C:104]4[CH:109]=[CH:108][CH:107]=[CH:106][CH:105]=4)[CH:93]=3)[CH2:88][N:87]2[C:110](=[O:130])[NH:111][CH:112]([C:117](=[O:129])NC2C3C(=CC=CC=3)CC2O)[C:113](C)([CH3:115])[CH3:114])=[O:85])[CH2:80][CH:79]1[CH:81]=[CH2:82])=[O:77])C, predict the reaction product. (2) The product is: [Br:1][C:2]1[C:3]([O:9][CH3:10])=[CH:4][CH:5]=[CH:6][C:7]=1[I:8]. Given the reactants [Br:1][C:2]1[C:7]([I:8])=[CH:6][CH:5]=[CH:4][C:3]=1[OH:9].[CH3:10]N(C=O)C.C([O-])([O-])=O.[K+].[K+].CI, predict the reaction product. (3) Given the reactants [NH2:1][CH2:2][C:3]1[CH:11]=[CH:10][CH:9]=[C:8]2[C:4]=1[C:5](=[O:30])[N:6]([CH:13]([C:19]1[CH:24]=[CH:23][C:22]([O:25][CH3:26])=[C:21]([O:27][CH2:28][CH3:29])[CH:20]=1)[CH2:14][S:15]([CH3:18])(=[O:17])=[O:16])[C:7]2=[O:12].[C:31](OC(=O)C)(=[O:33])[CH3:32], predict the reaction product. The product is: [CH2:28]([O:27][C:21]1[CH:20]=[C:19]([CH:13]([N:6]2[C:5](=[O:30])[C:4]3[C:8](=[CH:9][CH:10]=[CH:11][C:3]=3[CH2:2][NH:1][C:31](=[O:33])[CH3:32])[C:7]2=[O:12])[CH2:14][S:15]([CH3:18])(=[O:17])=[O:16])[CH:24]=[CH:23][C:22]=1[O:25][CH3:26])[CH3:29]. (4) Given the reactants [Cl:1][C:2]1[CH:3]=[C:4]([C:10]2[CH:14]=[CH:13][N:12]([CH2:15][C@@H:16]([NH:18][C:19]([C:21]3[N:22]=[C:23]([CH3:31])[N:24]([CH2:26][CH2:27][C:28](=[O:30])[CH3:29])[CH:25]=3)=[O:20])[CH3:17])[N:11]=2)[CH:5]=[CH:6][C:7]=1[C:8]#[N:9].[CH3:32][Mg]Br, predict the reaction product. The product is: [Cl:1][C:2]1[CH:3]=[C:4]([C:10]2[CH:14]=[CH:13][N:12]([CH2:15][C@@H:16]([NH:18][C:19]([C:21]3[N:22]=[C:23]([CH3:31])[N:24]([CH2:26][CH2:27][C:28]([OH:30])([CH3:32])[CH3:29])[CH:25]=3)=[O:20])[CH3:17])[N:11]=2)[CH:5]=[CH:6][C:7]=1[C:8]#[N:9]. (5) Given the reactants [NH2:1][C:2]1[N:11]=[CH:10][C:9]2[C:4](=[CH:5][CH:6]=[C:7]([O:12][C:13]3[CH:18]=[CH:17][N:16]=[C:15]([C:19]([NH:21][CH3:22])=[O:20])[CH:14]=3)[CH:8]=2)[N:3]=1.[N:23]([CH:26]1[CH2:31][CH2:30][CH2:29][CH2:28][CH2:27]1)=[C:24]=[O:25], predict the reaction product. The product is: [CH:26]1([NH:23][C:24](=[O:25])[NH:1][C:2]2[N:11]=[CH:10][C:9]3[C:4](=[CH:5][CH:6]=[C:7]([O:12][C:13]4[CH:18]=[CH:17][N:16]=[C:15]([C:19]([NH:21][CH3:22])=[O:20])[CH:14]=4)[CH:8]=3)[N:3]=2)[CH2:31][CH2:30][CH2:29][CH2:28][CH2:27]1. (6) The product is: [Cl:1][C:2]1[C:3]([N:9]2[C:13]([C:14]([Cl:24])=[O:15])=[CH:12][C:11]([C:17]([F:20])([F:19])[F:18])=[N:10]2)=[N:4][CH:5]=[C:6]([Cl:8])[CH:7]=1. Given the reactants [Cl:1][C:2]1[C:3]([N:9]2[C:13]([C:14](O)=[O:15])=[CH:12][C:11]([C:17]([F:20])([F:19])[F:18])=[N:10]2)=[N:4][CH:5]=[C:6]([Cl:8])[CH:7]=1.C(Cl)(=O)C([Cl:24])=O, predict the reaction product.